Dataset: Full USPTO retrosynthesis dataset with 1.9M reactions from patents (1976-2016). Task: Predict the reactants needed to synthesize the given product. The reactants are: [CH:1]1([OH:7])[CH2:6][CH2:5][CH2:4][CH:3]=[CH:2]1.[N+:8]([C:11]1[CH:18]=[CH:17][CH:16]=[C:15]([N+]([O-])=O)[C:12]=1[C:13]#[N:14])([O-:10])=[O:9]. Given the product [CH:1]1([O:7][C:15]2[CH:16]=[CH:17][CH:18]=[C:11]([N+:8]([O-:10])=[O:9])[C:12]=2[C:13]#[N:14])[CH2:6][CH2:5][CH2:4][CH:3]=[CH:2]1, predict the reactants needed to synthesize it.